This data is from Forward reaction prediction with 1.9M reactions from USPTO patents (1976-2016). The task is: Predict the product of the given reaction. Given the reactants [CH3:1][C:2]([OH:4])=[O:3].[OH2:5], predict the reaction product. The product is: [C:2]([OH:4])(=[O:3])[CH2:1][C:1]([CH2:1][C:2]([OH:4])=[O:3])([C:2]([OH:4])=[O:3])[OH:5].